Dataset: Forward reaction prediction with 1.9M reactions from USPTO patents (1976-2016). Task: Predict the product of the given reaction. The product is: [NH2:1][CH:2]([C:24]1[C:33]2[C:28](=[CH:29][CH:30]=[C:31]([O:34][CH3:35])[CH:32]=2)[N:27]=[CH:26][C:25]=1[F:36])[CH2:3][CH2:4][CH:5]1[CH2:10][CH2:9][N:8]([CH2:11][CH2:12][S:13][C:14]2[S:15][CH:16]=[CH:17][CH:18]=2)[CH2:7][CH:6]1[CH2:19][C:20]([OH:22])=[O:21]. Given the reactants [NH2:1][CH:2]([C:24]1[C:33]2[C:28](=[CH:29][CH:30]=[C:31]([O:34][CH3:35])[CH:32]=2)[N:27]=[CH:26][C:25]=1[F:36])[CH2:3][CH2:4][CH:5]1[CH2:10][CH2:9][N:8]([CH2:11][CH2:12][S:13][C:14]2[S:15][CH:16]=[CH:17][CH:18]=2)[CH2:7][CH:6]1[CH2:19][C:20]([O:22]C)=[O:21], predict the reaction product.